From a dataset of KCNQ2 potassium channel screen with 302,405 compounds. Binary Classification. Given a drug SMILES string, predict its activity (active/inactive) in a high-throughput screening assay against a specified biological target. (1) The compound is S(=O)(=O)(N1CCC(CC1)C(=O)Nc1sccn1)c1sccc1. The result is 0 (inactive). (2) The compound is N1(C=2CC(C\C(C2)=C(\C#N)C#N)(C)C)CCN(CC1)CCNC=1CC(C\C(C1)=C(\C#N)C#N)(C)C. The result is 0 (inactive). (3) The compound is s1c(NC(=O)c2oc3c(c2)cccc3)ncc1C. The result is 0 (inactive). (4) The drug is Clc1ccc(S(=O)(=O)N(CC(=O)NCCCN2CCOCC2)CC)cc1. The result is 0 (inactive). (5) The molecule is Clc1ccc(NCc2n(CC)c(SCc3ccc(cc3)C)nn2)cc1. The result is 0 (inactive). (6) The drug is N(C1CCCCC1)c1nc2c(n3c1nnc3)cccc2. The result is 0 (inactive).